From a dataset of Full USPTO retrosynthesis dataset with 1.9M reactions from patents (1976-2016). Predict the reactants needed to synthesize the given product. (1) Given the product [N:20]([CH:23]1[CH2:29][CH2:30][N:8]([C@H:7]([CH3:9])[C:6]([O:5][C:1]([CH3:4])([CH3:3])[CH3:2])=[O:10])[C:24]1=[O:25])=[N+:21]=[N-:22], predict the reactants needed to synthesize it. The reactants are: [C:1]([O:5][C:6](=[O:10])[C@@H:7]([CH3:9])[NH2:8])([CH3:4])([CH3:3])[CH3:2].C(N(CC)C(C)C)(C)C.[N:20]([CH:23]([CH2:29][CH2:30]Br)[C:24](OCC)=[O:25])=[N+:21]=[N-:22].[I-].[Na+]. (2) The reactants are: [F:1][C:2]1[CH:7]=[C:6]([F:8])[C:5]([F:9])=[CH:4][C:3]=1[C@H:10]1[CH2:19][CH2:18][C:13]2(OCC[O:14]2)[CH2:12][C@@H:11]1[NH:20][C:21](=[O:30])[O:22][CH2:23][C:24]1[CH:29]=[CH:28][CH:27]=[CH:26][CH:25]=1.O1CCOCC1.O. Given the product [O:14]=[C:13]1[CH2:12][C@H:11]([NH:20][C:21](=[O:30])[O:22][CH2:23][C:24]2[CH:25]=[CH:26][CH:27]=[CH:28][CH:29]=2)[C@@H:10]([C:3]2[CH:4]=[C:5]([F:9])[C:6]([F:8])=[CH:7][C:2]=2[F:1])[CH2:19][CH2:18]1, predict the reactants needed to synthesize it. (3) Given the product [C:10]([C:9]1[C:8](=[O:19])[NH:7][C@@H:2]([CH3:1])[CH2:3][C:4]=1[CH3:5])(=[O:18])[CH2:11][CH2:12][CH3:13], predict the reactants needed to synthesize it. The reactants are: [CH3:1][C@H:2]([NH:7][C:8](=[O:19])[CH2:9][C:10](=[O:18])[CH2:11][CH2:12][CH2:13]CCCC)[CH2:3][C:4](=O)[CH3:5].[O-]CC.[Na+].Cl.